This data is from Catalyst prediction with 721,799 reactions and 888 catalyst types from USPTO. The task is: Predict which catalyst facilitates the given reaction. Reactant: [NH:1]1[CH2:6][CH:5]=[C:4]([C:7]2[CH:19]=[CH:18][C:10]([CH2:11][C@@H:12]([C:14]([O:16][CH3:17])=[O:15])[NH2:13])=[CH:9][CH:8]=2)[CH2:3][CH2:2]1.C(N(C(C)C)CC)(C)C.[F:29][C:30]1[CH:38]=[CH:37][C:33]([C:34](Cl)=[O:35])=[CH:32][CH:31]=1. Product: [CH3:17][O:16][C:14](=[O:15])[C@H:12]([CH2:11][C:10]1[CH:18]=[CH:19][C:7]([C:4]2[CH2:5][CH2:6][N:1]([C:34](=[O:35])[C:33]3[CH:37]=[CH:38][C:30]([F:29])=[CH:31][CH:32]=3)[CH2:2][CH:3]=2)=[CH:8][CH:9]=1)[NH2:13]. The catalyst class is: 2.